This data is from Peptide-MHC class I binding affinity with 185,985 pairs from IEDB/IMGT. The task is: Regression. Given a peptide amino acid sequence and an MHC pseudo amino acid sequence, predict their binding affinity value. This is MHC class I binding data. (1) The peptide sequence is LYNTIAVLY. The binding affinity (normalized) is 0.0847. The MHC is HLA-B39:01 with pseudo-sequence HLA-B39:01. (2) The peptide sequence is RQMKSGGRF. The MHC is HLA-B27:05 with pseudo-sequence HLA-B27:05. The binding affinity (normalized) is 0.481. (3) The peptide sequence is KSLFNTVAVLY. The MHC is HLA-B39:01 with pseudo-sequence HLA-B39:01. The binding affinity (normalized) is 0.0847. (4) The peptide sequence is GRGPIRFVL. The MHC is HLA-B39:01 with pseudo-sequence HLA-B39:01. The binding affinity (normalized) is 0.530. (5) The peptide sequence is TSSVYIEVLH. The MHC is HLA-A33:01 with pseudo-sequence HLA-A33:01. The binding affinity (normalized) is 0.0884. (6) The peptide sequence is TQLNSLAHWI. The MHC is H-2-Dd with pseudo-sequence H-2-Dd. The binding affinity (normalized) is 0.155.